This data is from Reaction yield outcomes from USPTO patents with 853,638 reactions. The task is: Predict the reaction yield, written as a fraction of the theoretical maximum amount of product (1.0 means a 100% yield; for example, 0.34 means a 34% yield). The reactants are [CH2:1]([N:8]1[CH2:12][CH2:11][C@H:10]([OH:13])[CH2:9]1)[C:2]1[CH:7]=[CH:6][CH:5]=[CH:4][CH:3]=1.N12CCN(CC1)CC2.[C:22]1([CH3:32])[CH:27]=[CH:26][C:25]([S:28](Cl)(=[O:30])=[O:29])=[CH:24][CH:23]=1. The catalyst is COC(C)(C)C. The product is [CH2:1]([N:8]1[CH2:12][CH2:11][C@H:10]([O:13][S:28]([C:25]2[CH:26]=[CH:27][C:22]([CH3:32])=[CH:23][CH:24]=2)(=[O:30])=[O:29])[CH2:9]1)[C:2]1[CH:3]=[CH:4][CH:5]=[CH:6][CH:7]=1. The yield is 0.940.